The task is: Predict the product of the given reaction.. This data is from Forward reaction prediction with 1.9M reactions from USPTO patents (1976-2016). (1) Given the reactants Cl[C:2]1[C:3]2[N:10]([CH3:11])[CH:9]=[CH:8][C:4]=2[N:5]=[CH:6][N:7]=1.[OH:12][C:13]1[CH:14]=[C:15]([CH:19]=[CH:20][CH:21]=1)[C:16]([OH:18])=[O:17].C(=O)([O-])[O-].[Cs+].[Cs+], predict the reaction product. The product is: [CH3:11][N:10]1[C:3]2[C:2]([O:12][C:13]3[CH:14]=[C:15]([CH:19]=[CH:20][CH:21]=3)[C:16]([OH:18])=[O:17])=[N:7][CH:6]=[N:5][C:4]=2[CH:8]=[CH:9]1. (2) Given the reactants [Cl:1][C:2]1[CH:3]=[N:4][CH:5]=[C:6]([CH:11]=1)[C:7]([NH:9][CH3:10])=[O:8].[CH3:12][O:13][C:14]1[CH:15]=[C:16]([Mg]Br)[CH:17]=[CH:18][CH:19]=1.CO.C1C(=O)N(Cl)C(=O)C1, predict the reaction product. The product is: [Cl:1][C:2]1[CH:3]=[N:4][CH:5]=[C:6]([C:11]=1[C:18]1[CH:17]=[CH:16][CH:15]=[C:14]([O:13][CH3:12])[CH:19]=1)[C:7]([NH:9][CH3:10])=[O:8]. (3) Given the reactants [CH3:1][O:2][C:3]([C:5]1([S:11]([C:14]2[CH:19]=[CH:18][C:17]([O:20][CH2:21][C:22]#[C:23][CH3:24])=[CH:16][CH:15]=2)(=[O:13])=[O:12])[CH2:10][CH2:9][NH:8][CH2:7][CH2:6]1)=[O:4].C(=O)(O)[O-].[Na+].[CH2:30]([O:32][C:33](Cl)=[O:34])[CH3:31], predict the reaction product. The product is: [CH2:21]([O:20][C:17]1[CH:16]=[CH:15][C:14]([S:11]([C:5]2([C:3]([O:2][CH3:1])=[O:4])[CH2:10][CH2:9][N:8]([C:33]([O:32][CH2:30][CH3:31])=[O:34])[CH2:7][CH2:6]2)(=[O:13])=[O:12])=[CH:19][CH:18]=1)[C:22]#[C:23][CH3:24]. (4) Given the reactants [CH2:1]([O:8][C:9]([N:11]1[CH2:20][CH2:19][C:18]2[C:13](=[C:14]([C:22]3[C:27]([O:28][CH3:29])=[CH:26][C:25]([CH2:30][C:31]([O:33]CC)=[O:32])=[CH:24][C:23]=3[O:36][CH3:37])[CH:15]=[CH:16][C:17]=2[F:21])[CH2:12]1)=[O:10])[C:2]1[CH:7]=[CH:6][CH:5]=[CH:4][CH:3]=1.C(O)=O, predict the reaction product. The product is: [CH2:1]([O:8][C:9]([N:11]1[CH2:20][CH2:19][C:18]2[C:13](=[C:14]([C:22]3[C:23]([O:36][CH3:37])=[CH:24][C:25]([CH2:30][C:31]([OH:33])=[O:32])=[CH:26][C:27]=3[O:28][CH3:29])[CH:15]=[CH:16][C:17]=2[F:21])[CH2:12]1)=[O:10])[C:2]1[CH:7]=[CH:6][CH:5]=[CH:4][CH:3]=1. (5) Given the reactants [H-].[Na+].CO[C:5]1[C:10]([CH3:11])=[CH:9][C:8]([S:12](Cl)(=[O:14])=[O:13])=[CH:7][CH:6]=1.[Cl:16][C:17]1[C:25]2[C:20](=[CH:21][CH:22]=[C:23]3[O:30][CH2:29][CH2:28][N:27](C(OC(C)(C)C)=O)[CH:26]([CH3:38])[C:24]3=2)[NH:19][CH:18]=1.O.CN([CH:43]=[O:44])C, predict the reaction product. The product is: [Cl:16][C:17]1[C:25]2[C:20](=[CH:21][CH:22]=[C:23]3[O:30][CH2:29][CH2:28][NH:27][CH:26]([CH3:38])[C:24]3=2)[N:19]([S:12]([C:8]2[CH:9]=[C:10]([CH3:11])[CH:5]=[CH:6][C:7]=2[O:44][CH3:43])(=[O:13])=[O:14])[CH:18]=1. (6) Given the reactants [C:1](Cl)(=[O:4])[CH2:2][CH3:3].[NH:6]1[CH2:10][CH2:9][C@H:8]([NH:11][C:12](=[O:18])[O:13][C:14]([CH3:17])([CH3:16])[CH3:15])[CH2:7]1.C(N(CC)CC)C.O, predict the reaction product. The product is: [C:1]([N:6]1[CH2:10][CH2:9][C@H:8]([NH:11][C:12](=[O:18])[O:13][C:14]([CH3:16])([CH3:15])[CH3:17])[CH2:7]1)(=[O:4])[CH2:2][CH3:3]. (7) Given the reactants [O:1]1[CH2:5][CH2:4][CH:3](C(O)=O)[CH2:2]1.C([N:11]([CH2:14]C)CC)C.C1(P(N=[N+]=[N-])(C2C=CC=CC=2)=[O:23])C=CC=CC=1.[C:33]([OH:37])([CH3:36])([CH3:35])[CH3:34], predict the reaction product. The product is: [C:33]([O:37][C:14](=[O:23])[NH:11][CH:3]1[CH2:4][CH2:5][O:1][CH2:2]1)([CH3:36])([CH3:35])[CH3:34].